This data is from Forward reaction prediction with 1.9M reactions from USPTO patents (1976-2016). The task is: Predict the product of the given reaction. The product is: [I-:32].[CH3:1][N+:2]1[C:6]2[CH:7]=[CH:8][C:9]([O:11][C:12]([F:13])([F:15])[F:14])=[CH:10][C:5]=2[S:4][C:3]=1[N:16]([CH3:20])[CH2:17][C:18]#[CH:19]. Given the reactants [CH3:1][N:2]1[C:6]2[CH:7]=[CH:8][C:9]([O:11][C:12]([F:15])([F:14])[F:13])=[CH:10][C:5]=2[S:4][C:3]1=[N:16][CH2:17][C:18]#[CH:19].[CH3:20]CC(C)=O.CCCCCC.C[I:32], predict the reaction product.